From a dataset of Forward reaction prediction with 1.9M reactions from USPTO patents (1976-2016). Predict the product of the given reaction. (1) Given the reactants [N:1]([CH2:4][C:5]1[CH:9]=[CH:8][N:7]([C:10]2[CH:15]=[CH:14][C:13]([S:16]([CH3:19])(=[O:18])=[O:17])=[CH:12][CH:11]=2)[N:6]=1)=[N+]=[N-].O.C1C=CC(P(C2C=CC=CC=2)C2C=CC=CC=2)=CC=1, predict the reaction product. The product is: [CH3:19][S:16]([C:13]1[CH:12]=[CH:11][C:10]([N:7]2[CH:8]=[CH:9][C:5]([CH2:4][NH2:1])=[N:6]2)=[CH:15][CH:14]=1)(=[O:17])=[O:18]. (2) Given the reactants C[O:2][C:3](=O)[C:4]1[CH:9]=[C:8]([CH2:10][O:11][CH3:12])[CH:7]=[CH:6][C:5]=1[CH2:13][N:14]1[CH:19]([C:20]2[C:25]([CH3:26])=[CH:24][CH:23]=[CH:22][N:21]=2)[CH2:18][CH2:17][CH2:16][CH:15]1[C:27]1[C:32]([CH3:33])=[CH:31][CH:30]=[CH:29][N:28]=1.[Li+].[BH4-], predict the reaction product. The product is: [CH3:26][C:25]1[C:20]([CH:19]2[CH2:18][CH2:17][CH2:16][CH:15]([C:27]3[C:32]([CH3:33])=[CH:31][CH:30]=[CH:29][N:28]=3)[N:14]2[CH2:13][C:5]2[CH:6]=[CH:7][C:8]([CH2:10][O:11][CH3:12])=[CH:9][C:4]=2[CH2:3][OH:2])=[N:21][CH:22]=[CH:23][CH:24]=1. (3) Given the reactants [CH2:1]([O:8][C:9]1[C:14]([Cl:15])=[CH:13][C:12]([C:16]([N:18]2[C:23]3[CH:24]=[CH:25][CH:26]=[CH:27][C:22]=3[S:21][CH2:20][CH2:19]2)=[O:17])=[CH:11][C:10]=1[Cl:28])[C:2]1[CH:7]=[CH:6][CH:5]=[CH:4][CH:3]=1.ClC1C=CC=C(C(OO)=[O:37])C=1.C(=O)([O-])O.[Na+], predict the reaction product. The product is: [CH2:1]([O:8][C:9]1[C:10]([Cl:28])=[CH:11][C:12]([C:16]([N:18]2[C:23]3[CH:24]=[CH:25][CH:26]=[CH:27][C:22]=3[S:21](=[O:37])[CH2:20][CH2:19]2)=[O:17])=[CH:13][C:14]=1[Cl:15])[C:2]1[CH:3]=[CH:4][CH:5]=[CH:6][CH:7]=1. (4) Given the reactants [C:1]([O:5][C:6]([NH:8][C@@H:9]([CH2:13][C:14]1[CH:19]=[CH:18][C:17](B(O)O)=[CH:16][CH:15]=1)[C:10]([OH:12])=[O:11])=[O:7])([CH3:4])([CH3:3])[CH3:2].[CH3:23][N:24]1[CH:31]=[CH:30][C:28](=[O:29])[NH:27][C:25]1=[O:26].C(N(CC)CC)C.ClCCl, predict the reaction product. The product is: [C:1]([O:5][C:6]([NH:8][C@@H:9]([CH2:13][C:14]1[CH:19]=[CH:18][C:17]([N:27]2[C:28](=[O:29])[CH:30]=[CH:31][N:24]([CH3:23])[C:25]2=[O:26])=[CH:16][CH:15]=1)[C:10]([OH:12])=[O:11])=[O:7])([CH3:4])([CH3:3])[CH3:2]. (5) The product is: [CH3:61][O:62][C:63]1[N:68]=[C:67]([NH:69][C:44]2[CH:45]=[CH:46][C:47]3[CH2:48][N:49]([CH3:60])[CH2:50][CH:51]([CH2:55][C:56]([F:59])([F:58])[F:57])[O:52][C:53]=3[N:54]=2)[CH:66]=[CH:65][C:64]=1[C:70]1[CH:75]=[CH:74][N:73]=[C:72]([CH3:76])[N:71]=1. Given the reactants CC1(C)C2C(=C(P(C3C=CC=CC=3)C3C=CC=CC=3)C=CC=2)OC2C(P(C3C=CC=CC=3)C3C=CC=CC=3)=CC=CC1=2.Cl[C:44]1[CH:45]=[CH:46][C:47]2[CH2:48][N:49]([CH3:60])[CH2:50][CH:51]([CH2:55][C:56]([F:59])([F:58])[F:57])[O:52][C:53]=2[N:54]=1.[CH3:61][O:62][C:63]1[N:68]=[C:67]([NH2:69])[CH:66]=[CH:65][C:64]=1[C:70]1[CH:75]=[CH:74][N:73]=[C:72]([CH3:76])[N:71]=1.C(=O)([O-])[O-].[Cs+].[Cs+], predict the reaction product. (6) Given the reactants [C:1]([C:5]1[O:9][N:8]=[C:7]([C:10]2[CH:15]=[C:14](Cl)[C:13]([C:17]3([F:21])[CH2:20][O:19][CH2:18]3)=[CH:12][N:11]=2)[N:6]=1)([CH3:4])([CH3:3])[CH3:2].[H-].[Na+].[O:24]1[CH2:29][CH2:28][CH:27]([OH:30])[CH2:26][CH2:25]1, predict the reaction product. The product is: [C:1]([C:5]1[O:9][N:8]=[C:7]([C:10]2[CH:15]=[C:14]([O:30][CH:27]3[CH2:28][CH2:29][O:24][CH2:25][CH2:26]3)[C:13]([C:17]3([F:21])[CH2:20][O:19][CH2:18]3)=[CH:12][N:11]=2)[N:6]=1)([CH3:4])([CH3:3])[CH3:2]. (7) Given the reactants [F:1][C:2]1[CH:3]=[CH:4][C:5]([N:8]2[CH:12]=[C:11]([CH2:13][OH:14])[CH:10]=[N:9]2)=[N:6][CH:7]=1, predict the reaction product. The product is: [F:1][C:2]1[CH:3]=[CH:4][C:5]([N:8]2[CH:12]=[C:11]([CH:13]=[O:14])[CH:10]=[N:9]2)=[N:6][CH:7]=1. (8) The product is: [CH2:14]([O:16][C:17](=[O:21])[C@H:18]([CH3:20])[NH:19][C:17](=[O:16])[C@H:18]([CH3:20])[NH:19][C:10](=[O:12])[CH2:9][C:4]1[CH:5]=[C:6]([F:8])[CH:7]=[C:2]([F:1])[CH:3]=1)[CH3:15]. Given the reactants [F:1][C:2]1[CH:3]=[C:4]([CH2:9][C:10]([OH:12])=O)[CH:5]=[C:6]([F:8])[CH:7]=1.Cl.[CH2:14]([O:16][C:17](=[O:21])[C@H:18]([CH3:20])[NH2:19])[CH3:15], predict the reaction product.